Dataset: Forward reaction prediction with 1.9M reactions from USPTO patents (1976-2016). Task: Predict the product of the given reaction. (1) Given the reactants [C:1]([O:5][C:6]([N:8]1[C@H:12]([CH2:13][C:14]2[CH:19]=[CH:18][C:17]([C:20]3[CH:25]=[CH:24][CH:23]=[CH:22][CH:21]=3)=[CH:16][CH:15]=2)[CH2:11]/[C:10](=[CH:26]\N(C(C)C)C(C)C)/[C:9]1=[O:34])=[O:7])([CH3:4])([CH3:3])[CH3:2].[H][H], predict the reaction product. The product is: [C:1]([O:5][C:6]([N:8]1[C@H:12]([CH2:13][C:14]2[CH:15]=[CH:16][C:17]([C:20]3[CH:21]=[CH:22][CH:23]=[CH:24][CH:25]=3)=[CH:18][CH:19]=2)[CH2:11][C@@H:10]([CH3:26])[C:9]1=[O:34])=[O:7])([CH3:4])([CH3:2])[CH3:3].[C:1]([O:5][C:6]([N:8]1[C@H:12]([CH2:13][C:14]2[CH:15]=[CH:16][C:17]([C:20]3[CH:21]=[CH:22][CH:23]=[CH:24][CH:25]=3)=[CH:18][CH:19]=2)[CH2:11][C@H:10]([CH3:26])[C:9]1=[O:34])=[O:7])([CH3:4])([CH3:2])[CH3:3]. (2) Given the reactants [Cl:1][C:2]1[CH:3]=[C:4]([N:12]2[CH:18]=[CH:17][C:16](=[O:19])[N:15]([CH2:20][CH2:21][CH2:22][C:23]([N:25]3[CH2:32][CH2:31][C:28]4([CH2:30][CH2:29]4)[C@H:27]([OH:33])[CH2:26]3)=[O:24])[CH2:14][C@H:13]2[CH3:34])[CH:5]=[CH:6][C:7]=1[C:8]([F:11])([F:10])[F:9].C(O)(=O)C, predict the reaction product. The product is: [Cl:1][C:2]1[CH:3]=[C:4]([N:12]2[CH2:18][CH2:17][C:16](=[O:19])[N:15]([CH2:20][CH2:21][CH2:22][C:23]([N:25]3[CH2:32][CH2:31][C:28]4([CH2:29][CH2:30]4)[C@H:27]([OH:33])[CH2:26]3)=[O:24])[CH2:14][C@H:13]2[CH3:34])[CH:5]=[CH:6][C:7]=1[C:8]([F:10])([F:9])[F:11]. (3) Given the reactants [CH3:1][C:2]([Si:5]([CH3:30])([CH3:29])[O:6][CH2:7][C:8]1[CH:13]=[CH:12][C:11]([C:14]2[CH:19]=[C:18]([O:20][CH3:21])[CH:17]=[CH:16][C:15]=2[F:22])=[C:10]([CH:23](O)[C:24]([CH3:27])([CH3:26])[CH3:25])[CH:9]=1)([CH3:4])[CH3:3].CCN(S(F)(F)[F:37])CC.O, predict the reaction product. The product is: [CH3:3][C:2]([Si:5]([O:6][CH2:7][C:8]1[CH:13]=[CH:12][C:11]([C:14]2[CH:19]=[C:18]([O:20][CH3:21])[CH:17]=[CH:16][C:15]=2[F:22])=[C:10]([CH:23]([F:37])[C:24]([CH3:26])([CH3:25])[CH3:27])[CH:9]=1)([CH3:29])[CH3:30])([CH3:1])[CH3:4].